Task: Predict the reactants needed to synthesize the given product.. Dataset: Full USPTO retrosynthesis dataset with 1.9M reactions from patents (1976-2016) (1) The reactants are: Br[C:2]1[CH:3]=[C:4]([S:8]([NH:11][C:12]2[CH:21]=[CH:20][C:15]([C:16]([O:18][CH3:19])=[O:17])=[C:14]([OH:22])[CH:13]=2)(=[O:10])=[O:9])[S:5][C:6]=1[Cl:7].[C:23]([C:26]1[CH:27]=[C:28](B(O)O)[CH:29]=[CH:30][CH:31]=1)([OH:25])=[O:24].CCN(C(C)C)C(C)C.C(Cl)Cl.C([O-])([O-])=O.[Na+].[Na+]. Given the product [Cl:7][C:6]1[S:5][C:4]([S:8](=[O:10])(=[O:9])[NH:11][C:12]2[CH:21]=[CH:20][C:15]([C:16]([O:18][CH3:19])=[O:17])=[C:14]([OH:22])[CH:13]=2)=[CH:3][C:2]=1[C:30]1[CH:31]=[C:26]([CH:27]=[CH:28][CH:29]=1)[C:23]([OH:25])=[O:24], predict the reactants needed to synthesize it. (2) Given the product [Cl:9][C:7]1[C:6]([O:10][CH3:11])=[CH:5][C:3]([NH2:4])=[C:2]([CH:12]2[CH2:14][CH2:13]2)[CH:8]=1, predict the reactants needed to synthesize it. The reactants are: Br[C:2]1[CH:8]=[C:7]([Cl:9])[C:6]([O:10][CH3:11])=[CH:5][C:3]=1[NH2:4].[CH:12]1(B(O)O)[CH2:14][CH2:13]1.C1(P(C2CCCCC2)C2CCCCC2)CCCCC1.[O-]P([O-])([O-])=O.[K+].[K+].[K+]. (3) Given the product [Cl:1][C:2]1[C:7]([N:8]2[CH2:13][CH2:12][N:11]([CH2:42][CH3:43])[CH2:10][C:9]2=[O:14])=[CH:6][C:5]([C:15]#[N:16])=[CH:4][C:3]=1[NH:17][C:18]1[N:23]=[C:22]([NH:24][CH:34]2[CH2:36][CH2:35]2)[C:21]2=[N:37][CH:38]=[C:39]([C:40]#[N:41])[N:20]2[N:19]=1, predict the reactants needed to synthesize it. The reactants are: [Cl:1][C:2]1[C:7]([N:8]2[CH2:13][CH2:12][NH:11][CH2:10][C:9]2=[O:14])=[CH:6][C:5]([C:15]#[N:16])=[CH:4][C:3]=1[NH:17][C:18]1[N:23]=[C:22]([N:24]([CH:34]2[CH2:36][CH2:35]2)CC2C=CC(OC)=CC=2)[C:21]2=[N:37][CH:38]=[C:39]([C:40]#[N:41])[N:20]2[N:19]=1.[CH:42](=O)[CH3:43].C(O)(=O)C.C(O[BH-](OC(=O)C)OC(=O)C)(=O)C.[Na+].C(O)(C(F)(F)F)=O. (4) Given the product [O:38]1[C:37]2[CH:41]=[CH:42][C:34]([C:24]3[CH:23]=[C:22]([CH:27]=[C:26]([C:28]4[CH:33]=[CH:32][N:31]=[CH:30][N:29]=4)[CH:25]=3)[O:21][CH2:20][CH2:19][CH2:18][CH2:17][CH2:16][CH2:15][C:11]3[C:10]([CH2:43][CH2:44][C:45]([OH:47])=[O:46])=[C:9]([CH:14]=[CH:13][CH:12]=3)[O:8][CH2:7][CH2:6][CH2:5][C:4]([OH:50])=[O:3])=[CH:35][C:36]=2[O:40][CH2:39]1, predict the reactants needed to synthesize it. The reactants are: C([O:3][C:4](=[O:50])[CH2:5][CH2:6][CH2:7][O:8][C:9]1[CH:14]=[CH:13][CH:12]=[C:11]([CH2:15][CH2:16][CH2:17][CH2:18][CH2:19][CH2:20][O:21][C:22]2[CH:27]=[C:26]([C:28]3[CH:33]=[CH:32][N:31]=[CH:30][N:29]=3)[CH:25]=[C:24]([C:34]3[CH:42]=[CH:41][C:37]4[O:38][CH2:39][O:40][C:36]=4[CH:35]=3)[CH:23]=2)[C:10]=1[CH2:43][CH2:44][C:45]([O:47]CC)=[O:46])C.[OH-].[Na+]. (5) Given the product [Cl:30][CH2:29][CH2:28][CH2:27][O:25][C:22]1[CH:21]=[CH:20][C:19]([N:16]2[CH2:15][CH2:14][N:13]([C:11]([C:1]3[C:10]4[C:5](=[CH:6][CH:7]=[CH:8][CH:9]=4)[CH:4]=[CH:3][CH:2]=3)=[O:12])[CH2:18][CH2:17]2)=[CH:24][CH:23]=1, predict the reactants needed to synthesize it. The reactants are: [C:1]1([C:11]([N:13]2[CH2:18][CH2:17][N:16]([C:19]3[CH:24]=[CH:23][C:22]([OH:25])=[CH:21][CH:20]=3)[CH2:15][CH2:14]2)=[O:12])[C:10]2[C:5](=[CH:6][CH:7]=[CH:8][CH:9]=2)[CH:4]=[CH:3][CH:2]=1.Br[CH2:27][CH2:28][CH2:29][Cl:30]. (6) Given the product [Br:1][C:2]1[CH:3]=[C:4]2[O:9][CH2:18][CH2:17][O:8][C:5]2=[N:6][CH:7]=1, predict the reactants needed to synthesize it. The reactants are: [Br:1][C:2]1[CH:3]=[C:4]([OH:9])[C:5]([OH:8])=[N:6][CH:7]=1.C([O-])([O-])=O.[K+].[K+].Br[CH2:17][CH2:18]Br. (7) Given the product [Cl:8][C:6]1[CH:5]=[C:4]([C:9]2[CH:13]=[C:12]([C:14]3[CH:15]=[N:16][C:17]4[C:22]([CH:23]=3)=[CH:21][CH:20]=[C:19]([O:24][CH3:25])[CH:18]=4)[N:11]([C@H:26]([C:28]3[CH:29]=[CH:30][C:31]([C:32]([OH:34])=[O:33])=[CH:37][CH:38]=3)[CH3:27])[N:10]=2)[CH:3]=[C:2]([Cl:1])[CH:7]=1, predict the reactants needed to synthesize it. The reactants are: [Cl:1][C:2]1[CH:3]=[C:4]([C:9]2[CH:13]=[C:12]([C:14]3[CH:15]=[N:16][C:17]4[C:22]([CH:23]=3)=[CH:21][CH:20]=[C:19]([O:24][CH3:25])[CH:18]=4)[N:11]([C@H:26]([C:28]3[CH:38]=[CH:37][C:31]([C:32]([O:34]CC)=[O:33])=[CH:30][CH:29]=3)[CH3:27])[N:10]=2)[CH:5]=[C:6]([Cl:8])[CH:7]=1.[OH-].[Na+]. (8) The reactants are: [NH2:1][C@@H:2]([CH2:6][C:7]1[CH:12]=[CH:11][C:10]([C:13]([F:16])([F:15])[F:14])=[CH:9][CH:8]=1)[CH2:3][CH2:4][OH:5].C([O-])([O-])=O.[K+].[K+].[O:23](C(OC(C)(C)C)=O)[C:24]([O:26][C:27]([CH3:30])([CH3:29])[CH3:28])=O. Given the product [OH:5][CH2:4][CH2:3][C@@H:2]([NH:1][C:24](=[O:23])[O:26][C:27]([CH3:30])([CH3:29])[CH3:28])[CH2:6][C:7]1[CH:12]=[CH:11][C:10]([C:13]([F:14])([F:15])[F:16])=[CH:9][CH:8]=1, predict the reactants needed to synthesize it. (9) Given the product [Br:26][C:23]1[CH:22]=[CH:21][C:20]([CH2:19][C:9]2[C:10]([CH2:17][CH3:18])=[N:11][C:12]3[C:7]([C:8]=2[O:27][CH:28]([F:30])[F:29])=[C:6]([O:5][CH2:4][C:3]([OH:31])=[O:2])[CH:15]=[CH:14][C:13]=3[F:16])=[CH:25][CH:24]=1, predict the reactants needed to synthesize it. The reactants are: C[O:2][C:3](=[O:31])[CH2:4][O:5][C:6]1[CH:15]=[CH:14][C:13]([F:16])=[C:12]2[C:7]=1[C:8]([O:27][CH:28]([F:30])[F:29])=[C:9]([CH2:19][C:20]1[CH:25]=[CH:24][C:23]([Br:26])=[CH:22][CH:21]=1)[C:10]([CH2:17][CH3:18])=[N:11]2.CO.O.[OH-].[Li+].